The task is: Predict the reactants needed to synthesize the given product.. This data is from Full USPTO retrosynthesis dataset with 1.9M reactions from patents (1976-2016). (1) Given the product [O:12]1[CH2:13][CH2:14][N:9]([C:2]2[CH:3]=[C:4]([OH:8])[CH:5]=[N:6][CH:7]=2)[CH2:10][CH2:11]1, predict the reactants needed to synthesize it. The reactants are: Cl[C:2]1[CH:3]=[C:4]([OH:8])[CH:5]=[N:6][CH:7]=1.[NH:9]1[CH2:14][CH2:13][O:12][CH2:11][CH2:10]1.C1(P(C2CCCCC2)C2C=CC=CC=2C2C(C(C)C)=CC(C(C)C)=CC=2C(C)C)CCCCC1.C[Si]([N-][Si](C)(C)C)(C)C.[Li+]. (2) Given the product [CH3:28][C:26]1[O:25][N:24]=[C:23]([C:4]2[C:5]([N:8]([C:16]([O:18][C:19]([CH3:22])([CH3:21])[CH3:20])=[O:17])[C:9](=[O:15])[O:10][C:11]([CH3:14])([CH3:13])[CH3:12])=[N:6][CH:7]=[C:2]([N:29]3[CH2:34][CH2:33][NH:32][CH2:31][CH2:30]3)[N:3]=2)[N:27]=1, predict the reactants needed to synthesize it. The reactants are: Br[C:2]1[N:3]=[C:4]([C:23]2[N:27]=[C:26]([CH3:28])[O:25][N:24]=2)[C:5]([N:8]([C:16]([O:18][C:19]([CH3:22])([CH3:21])[CH3:20])=[O:17])[C:9](=[O:15])[O:10][C:11]([CH3:14])([CH3:13])[CH3:12])=[N:6][CH:7]=1.[NH:29]1[CH2:34][CH2:33][NH:32][CH2:31][CH2:30]1. (3) Given the product [Br-:1].[CH2:11]([O:10][C:8]([C:6]1[S:7][C:3]([CH2:2][P+:24]([C:25]2[CH:26]=[CH:27][CH:28]=[CH:29][CH:30]=2)([C:31]2[CH:36]=[CH:35][CH:34]=[CH:33][CH:32]=2)[C:18]2[CH:19]=[CH:20][CH:21]=[CH:22][CH:23]=2)=[CH:4][CH:5]=1)=[O:9])[C:12]1[CH:17]=[CH:16][CH:15]=[CH:14][CH:13]=1, predict the reactants needed to synthesize it. The reactants are: [Br:1][CH2:2][C:3]1[S:7][C:6]([C:8]([O:10][CH2:11][C:12]2[CH:17]=[CH:16][CH:15]=[CH:14][CH:13]=2)=[O:9])=[CH:5][CH:4]=1.[C:18]1([P:24]([C:31]2[CH:36]=[CH:35][CH:34]=[CH:33][CH:32]=2)[C:25]2[CH:30]=[CH:29][CH:28]=[CH:27][CH:26]=2)[CH:23]=[CH:22][CH:21]=[CH:20][CH:19]=1. (4) Given the product [Br:1][C:2]1[C:3]2[O:11][CH2:14][CH2:13][O:5][C:4]=2[C:6]([O:9][CH3:10])=[CH:7][CH:8]=1, predict the reactants needed to synthesize it. The reactants are: [Br:1][C:2]1[CH:8]=[CH:7][C:6]([O:9][CH3:10])=[C:4]([OH:5])[C:3]=1[OH:11].Br[CH2:13][CH2:14]Br.[F-].[K+].O. (5) Given the product [CH3:1][O:2][C:3]1[CH:4]=[C:5]2[C:10](=[CH:11][C:12]=1[O:13][CH3:14])[NH:9][CH:8]=[CH:7][C:6]2=[S:17], predict the reactants needed to synthesize it. The reactants are: [CH3:1][O:2][C:3]1[CH:4]=[C:5]2[C:10](=[CH:11][C:12]=1[O:13][CH3:14])[NH:9][CH:8]=[CH:7][C:6]2=O.P12(SP3(SP(SP(S3)(S1)=S)(=S)S2)=S)=[S:17].C(=O)(O)[O-].[Na+].